This data is from hERG Central: cardiac toxicity at 1µM, 10µM, and general inhibition. The task is: Predict hERG channel inhibition at various concentrations. (1) The compound is O=S(=O)(c1cccs1)N1CCN(c2ccnc3cc(Cl)ccc23)CC1. Results: hERG_inhib (hERG inhibition (general)): blocker. (2) The molecule is Cc1cccc(OCC(=O)Nc2cc(S(=O)(=O)N3CCCCC3)ccc2N2CCN(C)CC2)c1. Results: hERG_inhib (hERG inhibition (general)): blocker. (3) The molecule is C/C(=N\NC(=S)NC(C)C)c1ccc2c(c1)OCCO2. Results: hERG_inhib (hERG inhibition (general)): blocker. (4) The drug is CCN(CC)CCn1c2c(c(SCC(=O)Nc3ccc(C(C)C)cc3)nc1=O)CCCC2. Results: hERG_inhib (hERG inhibition (general)): blocker.